From a dataset of Catalyst prediction with 721,799 reactions and 888 catalyst types from USPTO. Predict which catalyst facilitates the given reaction. (1) Reactant: [CH3:1][C:2]1[C:7]2[N:8]=[C:9]([NH2:11])[S:10][C:6]=2[CH:5]=[CH:4][CH:3]=1.[C:12](N1C=CN=C1)([N:14]1[CH:18]=[CH:17][N:16]=[CH:15]1)=[S:13]. Product: [CH3:1][C:2]1[C:7]2[N:8]=[C:9]([NH:11][C:12]([N:14]3[CH:18]=[CH:17][N:16]=[CH:15]3)=[S:13])[S:10][C:6]=2[CH:5]=[CH:4][CH:3]=1. The catalyst class is: 10. (2) Reactant: [CH3:1][CH:2]([CH3:30])[C:3]([O:5][C@H:6]([C@@H:9]1[CH2:13][C@@H:12]([O:14]C(=O)C)[C@H:11]([N:18]2[C:22]3[N:23]=[C:24]([NH2:28])[NH:25][C:26](=[O:27])[C:21]=3[S:20][C:19]2=[O:29])[O:10]1)[CH2:7][CH3:8])=[O:4].C([O-])([O-])=O.[K+].[K+]. Product: [CH3:30][CH:2]([CH3:1])[C:3]([O:5][C@H:6]([C@@H:9]1[CH2:13][C@@H:12]([OH:14])[C@H:11]([N:18]2[C:22]3[N:23]=[C:24]([NH2:28])[NH:25][C:26](=[O:27])[C:21]=3[S:20][C:19]2=[O:29])[O:10]1)[CH2:7][CH3:8])=[O:4]. The catalyst class is: 111.